Dataset: Forward reaction prediction with 1.9M reactions from USPTO patents (1976-2016). Task: Predict the product of the given reaction. (1) Given the reactants [CH:1]1([C:7]2([CH3:15])[N:11]([CH3:12])[C:10](=[O:13])[NH:9][C:8]2=[O:14])[CH2:6][CH2:5][CH2:4][CH2:3][CH2:2]1.Cl[CH2:17][C:18]([NH:20][C:21]1[CH:26]=[CH:25][CH:24]=[CH:23][CH:22]=1)=[O:19], predict the reaction product. The product is: [CH:1]1([C:7]2([CH3:15])[C:8](=[O:14])[N:9]([CH2:17][C:18]([NH:20][C:21]3[CH:26]=[CH:25][CH:24]=[CH:23][CH:22]=3)=[O:19])[C:10](=[O:13])[N:11]2[CH3:12])[CH2:2][CH2:3][CH2:4][CH2:5][CH2:6]1. (2) Given the reactants C([O:8][NH:9][C:10](=[O:32])[CH2:11][C@H:12]([C:22]1[O:23][CH:24]=[C:25]([C:27]([N:29]([CH3:31])[CH3:30])=[O:28])[N:26]=1)[CH2:13][CH2:14][CH2:15][CH:16]1[CH2:21][CH2:20][CH2:19][CH2:18][CH2:17]1)C1C=CC=CC=1.[H][H], predict the reaction product. The product is: [CH:16]1([CH2:15][CH2:14][CH2:13][C@@H:12]([C:22]2[O:23][CH:24]=[C:25]([C:27]([N:29]([CH3:31])[CH3:30])=[O:28])[N:26]=2)[CH2:11][C:10]([NH:9][OH:8])=[O:32])[CH2:17][CH2:18][CH2:19][CH2:20][CH2:21]1. (3) Given the reactants Br[C:2]1[N:3]=[CH:4][C:5]([NH2:8])=[N:6][CH:7]=1.[CH:9]([S:12]([C:15]1[CH:20]=[CH:19][C:18](B(O)O)=[CH:17][CH:16]=1)(=[O:14])=[O:13])([CH3:11])[CH3:10].[O-]P([O-])([O-])=O.[K+].[K+].[K+], predict the reaction product. The product is: [CH:9]([S:12]([C:15]1[CH:20]=[CH:19][C:18]([C:2]2[N:3]=[CH:4][C:5]([NH2:8])=[N:6][CH:7]=2)=[CH:17][CH:16]=1)(=[O:13])=[O:14])([CH3:11])[CH3:10]. (4) Given the reactants [S:1]1[C:5]2[CH:6]=[CH:7][CH:8]=[CH:9][C:4]=2[N:3]=[C:2]1[N:10]1[C:14](=[O:15])[C:13](=[CH:16][N:17](C)C)[C:12]([C:20]2[CH:25]=[CH:24][CH:23]=[C:22]([I:26])[CH:21]=2)=[N:11]1, predict the reaction product. The product is: [NH2:17][CH:16]=[C:13]1[C:12]([C:20]2[CH:25]=[CH:24][CH:23]=[C:22]([I:26])[CH:21]=2)=[N:11][N:10]([C:2]2[S:1][C:5]3[CH:6]=[CH:7][CH:8]=[CH:9][C:4]=3[N:3]=2)[C:14]1=[O:15]. (5) Given the reactants [Br:1][C:2]1[C:7]([F:8])=[CH:6][C:5]([F:9])=[CH:4][C:3]=1[OH:10].Br[C:12]1[CH:17]=[CH:16]C(F)=[CH:14][C:13]=1O[C@H](CC=C)C, predict the reaction product. The product is: [Br:1][C:2]1[C:3]([O:10][C@H:17]([CH2:12][CH:13]=[CH2:14])[CH3:16])=[CH:4][C:5]([F:9])=[CH:6][C:7]=1[F:8]. (6) Given the reactants [O:1]1[C:5]2[CH:6]=[CH:7][C:8]([C:10]3[CH:15]=[CH:14][C:13]([C:16]4[N:20]([CH2:21][C@@H:22]5[CH2:26][CH2:25][N:24](C(OC(C)(C)C)=O)[CH2:23]5)[C:19](=[O:34])[NH:18][N:17]=4)=[CH:12][CH:11]=3)=[CH:9][C:4]=2[CH:3]=[CH:2]1.[ClH:35], predict the reaction product. The product is: [ClH:35].[O:1]1[C:5]2[CH:6]=[CH:7][C:8]([C:10]3[CH:15]=[CH:14][C:13]([C:16]4[N:20]([CH2:21][C@@H:22]5[CH2:26][CH2:25][NH:24][CH2:23]5)[C:19](=[O:34])[NH:18][N:17]=4)=[CH:12][CH:11]=3)=[CH:9][C:4]=2[CH:3]=[CH:2]1.